Dataset: Reaction yield outcomes from USPTO patents with 853,638 reactions. Task: Predict the reaction yield, written as a fraction of the theoretical maximum amount of product (1.0 means a 100% yield; for example, 0.34 means a 34% yield). (1) The reactants are Br[C:2]1[C:10]2[N:9]=[C:8]([CH3:11])[N:7]([CH2:12][C:13]3[CH:18]=[CH:17][CH:16]=[C:15]([C:19]([F:22])([F:21])[F:20])[C:14]=3[CH3:23])[C:6]=2[CH:5]=[C:4]([N:24]2[CH2:29][CH2:28][O:27][CH2:26][CH2:25]2)[CH:3]=1.[CH3:30]B1OB(C)OB(C)O1.C(=O)([O-])[O-].[K+].[K+].O. The catalyst is O1CCOCC1.C1C=CC([P]([Pd]([P](C2C=CC=CC=2)(C2C=CC=CC=2)C2C=CC=CC=2)([P](C2C=CC=CC=2)(C2C=CC=CC=2)C2C=CC=CC=2)[P](C2C=CC=CC=2)(C2C=CC=CC=2)C2C=CC=CC=2)(C2C=CC=CC=2)C2C=CC=CC=2)=CC=1. The product is [CH3:11][C:8]1[N:7]([CH2:12][C:13]2[CH:18]=[CH:17][CH:16]=[C:15]([C:19]([F:20])([F:22])[F:21])[C:14]=2[CH3:23])[C:6]2[CH:5]=[C:4]([N:24]3[CH2:25][CH2:26][O:27][CH2:28][CH2:29]3)[CH:3]=[C:2]([CH3:30])[C:10]=2[N:9]=1. The yield is 0.425. (2) The reactants are [Cl:1][C:2]1[C:3]([C:9]([OH:11])=[O:10])=[N:4][C:5](Cl)=[CH:6][CH:7]=1.[OH-].[Na+].C1COCC1.CN([CH:22]([SH:24])C)C.[CH3:25][N:26]([CH:28]=O)[CH3:27]. The catalyst is O. The product is [Cl-:1].[C:9]([C:3]1[N:4]=[C:5]([S:24][CH2:22][CH2:28][NH+:26]([CH3:27])[CH3:25])[CH:6]=[CH:7][C:2]=1[Cl:1])([OH:11])=[O:10]. The yield is 0.510. (3) The reactants are [OH:1][C:2]1[CH:9]=[CH:8][C:5]([C:6]#[N:7])=[CH:4][CH:3]=1.[Br:10][CH2:11][CH2:12]Br.C([O-])([O-])=O.[K+].[K+].C(OCC)(=O)C. The catalyst is CN(C=O)C.O. The product is [Br:10][CH2:11][CH2:12][O:1][C:2]1[CH:9]=[CH:8][C:5]([C:6]#[N:7])=[CH:4][CH:3]=1. The yield is 0.530.